From a dataset of Retrosynthesis with 50K atom-mapped reactions and 10 reaction types from USPTO. Predict the reactants needed to synthesize the given product. (1) Given the product CCOc1ccc(C(F)(F)F)cc1NC(=O)Nc1ccc(B2OC(C)(C)C(C)(C)O2)cc1, predict the reactants needed to synthesize it. The reactants are: CC1(C)OB(c2ccc(N=C=O)cc2)OC1(C)C.COc1cc(C(F)(F)F)ccc1NC(=O)Nc1ccc(B2OC(C)(C)C(C)(C)O2)cc1. (2) The reactants are: CC(C)n1cccc1-c1nc2ccccc2n1-c1ccc(OCc2ccccc2)cc1. Given the product CC(C)n1cccc1-c1nc2ccccc2n1-c1ccc(O)cc1, predict the reactants needed to synthesize it.